This data is from Reaction yield outcomes from USPTO patents with 853,638 reactions. The task is: Predict the reaction yield, written as a fraction of the theoretical maximum amount of product (1.0 means a 100% yield; for example, 0.34 means a 34% yield). (1) The reactants are O.O.[Cl:3][C:4]1[CH:9]=[CH:8][C:7]([C:10]2[NH:14][N:13]=[C:12]([N:15]3[CH2:20][CH2:19][N:18]([C:21](=[O:27])[CH2:22][CH2:23][C:24]([OH:26])=[O:25])[CH2:17][CH2:16]3)[C:11]=2[C:28]2[CH:33]=[CH:32][N:31]=[CH:30][CH:29]=2)=[CH:6][CH:5]=1.[OH-].[Na+]. The catalyst is CO. The product is [Cl:3][C:4]1[CH:5]=[CH:6][C:7]([C:10]2[NH:14][N:13]=[C:12]([N:15]3[CH2:20][CH2:19][N:18]([C:21](=[O:27])[CH2:22][CH2:23][C:24]([OH:26])=[O:25])[CH2:17][CH2:16]3)[C:11]=2[C:28]2[CH:29]=[CH:30][N:31]=[CH:32][CH:33]=2)=[CH:8][CH:9]=1. The yield is 0.970. (2) The reactants are [F:1][C:2]1[CH:3]=[C:4]([C:8]2[C:12]([C:13]3[N:14]=[CH:15][NH:16][CH:17]=3)=[C:11]([CH3:18])[O:10][N:9]=2)[CH:5]=[CH:6][CH:7]=1.[CH2:19]([O:21][C:22](=[O:30])[C:23]1[CH:28]=[CH:27][CH:26]=[C:25](F)[CH:24]=1)[CH3:20]. No catalyst specified. The product is [CH2:19]([O:21][C:22](=[O:30])[C:23]1[CH:28]=[CH:27][C:26]([N:14]2[C:13]([C:12]3[C:8]([C:4]4[CH:5]=[CH:6][CH:7]=[C:2]([F:1])[CH:3]=4)=[N:9][O:10][C:11]=3[CH3:18])=[CH:17][N:16]=[CH:15]2)=[CH:25][CH:24]=1)[CH3:20]. The yield is 0.530. (3) The yield is 0.450. The product is [CH3:19][C:17]1[C:9]([C:10]#[N:11])=[C:6]2[NH:5][C:4]([CH:1]([CH3:3])[CH3:2])=[N:8][N:7]2[C:15](=[O:14])[C:16]=1[C:20]1[CH:25]=[CH:24][CH:23]=[CH:22][CH:21]=1. No catalyst specified. The reactants are [CH:1]([C:4]1[NH:5][C:6]([CH2:9][C:10]#[N:11])=[N:7][N:8]=1)([CH3:3])[CH3:2].C([O:14][C:15](=O)[CH:16]([C:20]1[CH:25]=[CH:24][CH:23]=[CH:22][CH:21]=1)[C:17]([CH3:19])=O)C.C([O-])(=O)C.[NH4+].